This data is from Reaction yield outcomes from USPTO patents with 853,638 reactions. The task is: Predict the reaction yield, written as a fraction of the theoretical maximum amount of product (1.0 means a 100% yield; for example, 0.34 means a 34% yield). (1) The reactants are Br[C:2]1[CH:3]=[CH:4][C:5]([O:10][CH2:11][C:12]([F:15])([F:14])[F:13])=[C:6]([CH:9]=1)[C:7]#[N:8].[O:16]1[CH2:21]COC[CH2:17]1.C(=O)([O-])[O-].[Cs+].[Cs+]. The catalyst is O.CCOC(C)=O. The product is [CH3:17][O:16][CH2:21][C:2]1[CH:3]=[CH:4][C:5]([O:10][CH2:11][C:12]([F:15])([F:14])[F:13])=[C:6]([CH:9]=1)[C:7]#[N:8]. The yield is 0.440. (2) The reactants are [CH3:1][O:2][C:3](=[O:32])[CH:4]([CH2:9][CH2:10][C:11]1([C@@H:14]2[C@:22]3([CH3:23])[C@H:17]([C@@H:18]([O:24][Si:25]([C:28]([CH3:31])([CH3:30])[CH3:29])([CH3:27])[CH3:26])[CH2:19][CH2:20][CH2:21]3)[CH2:16][CH2:15]2)[CH2:13][CH2:12]1)C(OC)=O.CS(C)=O.O.[Cl-].[Li+]. The catalyst is CCCCCC. The product is [CH3:1][O:2][C:3](=[O:32])[CH2:4][CH2:9][CH2:10][C:11]1([C@@H:14]2[C@:22]3([CH3:23])[C@H:17]([C@@H:18]([O:24][Si:25]([C:28]([CH3:31])([CH3:30])[CH3:29])([CH3:26])[CH3:27])[CH2:19][CH2:20][CH2:21]3)[CH2:16][CH2:15]2)[CH2:12][CH2:13]1. The yield is 0.780. (3) The reactants are [C:1]([C:3]1[C:4]([I:17])=[C:5]([C:12]([O:14][CH2:15][CH3:16])=[O:13])[S:6][C:7]=1S(C)(=O)=O)#[N:2].[CH3:18][O:19][C:20]1[CH:27]=[C:26]([O:28][CH3:29])[CH:25]=[CH:24][C:21]=1[CH2:22][NH2:23]. The catalyst is O1CCCC1. The product is [C:1]([C:3]1[C:4]([I:17])=[C:5]([C:12]([O:14][CH2:15][CH3:16])=[O:13])[S:6][C:7]=1[NH:23][CH2:22][C:21]1[CH:24]=[CH:25][C:26]([O:28][CH3:29])=[CH:27][C:20]=1[O:19][CH3:18])#[N:2]. The yield is 0.810. (4) The yield is 0.520. The catalyst is COCCOC.[Cu]I.Cl[Pd](Cl)([P](C1C=CC=CC=1)(C1C=CC=CC=1)C1C=CC=CC=1)[P](C1C=CC=CC=1)(C1C=CC=CC=1)C1C=CC=CC=1. The product is [S:3]1[CH:4]=[CH:5][N:6]=[C:2]1[C:7]#[C:8][C:24]1([OH:23])[CH2:25][CH2:18][CH2:17][CH2:16]1. The reactants are Br[C:2]1[S:3][CH:4]=[CH:5][N:6]=1.[CH2:7](N(CC)CC)[CH3:8].CC[CH2:16][CH2:17][CH2:18]C.C([O:23][CH2:24][CH3:25])(=O)C. (5) The reactants are [N:1]1[N:2]2[CH:10]=[CH:9][CH:8]=[C:3]2[C:4](O)=[N:5][CH:6]=1.C(N(C(C)C)CC)(C)C.P(Cl)(Cl)([Cl:22])=O.C([O-])(O)=O.[Na+]. The catalyst is C1(C)C=CC=CC=1. The product is [Cl:22][C:4]1[C:3]2=[CH:8][CH:9]=[CH:10][N:2]2[N:1]=[CH:6][N:5]=1. The yield is 0.970. (6) The reactants are Cl.CN(C)CCCN=C=NCC.[Br:13][C:14]1[CH:22]=[CH:21][C:17]([C:18]([OH:20])=O)=[CH:16][N:15]=1.[C:23]1([S:33]([NH2:36])(=[O:35])=[O:34])[C:24]([S:29]([NH2:32])(=[O:31])=[O:30])=[CH:25][CH:26]=[CH:27][CH:28]=1.O. The catalyst is CN(C)C1C=CN=CC=1.CN(C)C=O. The product is [Br:13][C:14]1[CH:22]=[CH:21][C:17]([C:18]([NH:36][S:33]([C:23]2[CH:28]=[CH:27][CH:26]=[CH:25][C:24]=2[S:29](=[O:31])(=[O:30])[NH2:32])(=[O:35])=[O:34])=[O:20])=[CH:16][N:15]=1. The yield is 0.910.